Dataset: Peptide-MHC class II binding affinity with 134,281 pairs from IEDB. Task: Regression. Given a peptide amino acid sequence and an MHC pseudo amino acid sequence, predict their binding affinity value. This is MHC class II binding data. (1) The binding affinity (normalized) is 0.113. The MHC is HLA-DPA10103-DPB10401 with pseudo-sequence HLA-DPA10103-DPB10401. The peptide sequence is SLGEAWTGGGSDKAL. (2) The peptide sequence is DKWLDAKSTWYGKPT. The MHC is HLA-DQA10104-DQB10503 with pseudo-sequence HLA-DQA10104-DQB10503. The binding affinity (normalized) is 0.267. (3) The peptide sequence is RGIVKENIIDLTKIDR. The MHC is DRB1_0901 with pseudo-sequence DRB1_0901. The binding affinity (normalized) is 0.176. (4) The peptide sequence is FAGAWCVPKVTFTVE. The MHC is DRB5_0101 with pseudo-sequence DRB5_0101. The binding affinity (normalized) is 0.208.